Dataset: Peptide-MHC class II binding affinity with 134,281 pairs from IEDB. Task: Regression. Given a peptide amino acid sequence and an MHC pseudo amino acid sequence, predict their binding affinity value. This is MHC class II binding data. The peptide sequence is EEDKENALSLLDKIYT. The MHC is HLA-DPA10201-DPB10501 with pseudo-sequence HLA-DPA10201-DPB10501. The binding affinity (normalized) is 0.472.